The task is: Predict which catalyst facilitates the given reaction.. This data is from Catalyst prediction with 721,799 reactions and 888 catalyst types from USPTO. (1) Reactant: C[O:2][C:3](=[O:37])[CH:4]([NH:19][S:20](C1C=CC(C2C=CC(OC)=CC=2)=CC=1)(=[O:22])=[O:21])[CH:5]1[CH2:10][CH2:9][N:8]([CH2:11][CH2:12][C:13]2[CH:18]=[CH:17][CH:16]=[CH:15][CH:14]=2)[CH2:7][CH2:6]1.O[C:39](C(F)(F)F)=O.COC(=O)C(NS([C:59]1[CH:64]=[CH:63][C:62]([C:65]2[CH:70]=[CH:69][C:68]([O:71][CH3:72])=[CH:67][CH:66]=2)=[CH:61][CH:60]=1)(=O)=O)C1CCNCC1.C1(CC=O)C=CC=CC=1.N1C=CC=CC=1. Product: [CH3:72][O:71][C:68]1([S:20]([N:19]([CH:4]([CH:5]2[CH2:6][CH2:7][N:8]([CH2:11][CH2:12][C:13]3[CH:14]=[CH:15][CH:16]=[CH:17][CH:18]=3)[CH2:9][CH2:10]2)[C:3]([OH:2])=[O:37])[CH3:39])(=[O:22])=[O:21])[CH:67]=[CH:66][C:65]([C:62]2[CH:63]=[CH:64][CH:59]=[CH:60][CH:61]=2)=[CH:70][CH2:69]1. The catalyst class is: 5. (2) Reactant: [Cl:1][C:2]1[C:7]([C:8]2[CH:9]=[N:10][CH:11]=[C:12]([CH:18]=2)[C:13]([N:15]([CH3:17])[CH3:16])=[O:14])=[CH:6][N:5]=[C:4]2[N:19](COCC[Si](C)(C)C)[CH:20]=[C:21]([C:22]3[CH:27]=[CH:26][CH:25]=[CH:24][C:23]=3[F:28])[C:3]=12.FC(F)(F)C(O)=O. Product: [Cl:1][C:2]1[C:7]([C:8]2[CH:9]=[N:10][CH:11]=[C:12]([CH:18]=2)[C:13]([N:15]([CH3:16])[CH3:17])=[O:14])=[CH:6][N:5]=[C:4]2[NH:19][CH:20]=[C:21]([C:22]3[CH:27]=[CH:26][CH:25]=[CH:24][C:23]=3[F:28])[C:3]=12. The catalyst class is: 4. (3) Reactant: [Cl:1][C:2]1[CH:3]=[C:4]([C@@H:8]([OH:33])[CH2:9][N:10]([CH2:18][CH2:19][C:20]2[CH:25]=[CH:24][C:23]([C:26]3[S:27][C:28]([CH:31]=[O:32])=[CH:29][CH:30]=3)=[CH:22][CH:21]=2)[C:11](=[O:17])[O:12][C:13]([CH3:16])([CH3:15])[CH3:14])[CH:5]=[CH:6][CH:7]=1.OO.Cl([O-])=[O:37].[Na+]. Product: [C:13]([O:12][C:11]([N:10]([CH2:9][C@@H:8]([C:4]1[CH:5]=[CH:6][CH:7]=[C:2]([Cl:1])[CH:3]=1)[OH:33])[CH2:18][CH2:19][C:20]1[CH:21]=[CH:22][C:23]([C:26]2[S:27][C:28]([C:31]([OH:37])=[O:32])=[CH:29][CH:30]=2)=[CH:24][CH:25]=1)=[O:17])([CH3:16])([CH3:14])[CH3:15]. The catalyst class is: 115. (4) Reactant: C[O:2][C:3](=[O:18])[C:4]1[CH:9]=[CH:8][C:7]([CH:10]([F:12])[F:11])=[N:6][C:5]=1[CH2:13][CH2:14][CH2:15][O:16][CH3:17]. Product: [F:12][CH:10]([F:11])[C:7]1[CH:8]=[CH:9][C:4]([C:3]([OH:18])=[O:2])=[C:5]([CH2:13][CH2:14][CH2:15][O:16][CH3:17])[N:6]=1. The catalyst class is: 24.